This data is from Peptide-MHC class I binding affinity with 185,985 pairs from IEDB/IMGT. The task is: Regression. Given a peptide amino acid sequence and an MHC pseudo amino acid sequence, predict their binding affinity value. This is MHC class I binding data. (1) The peptide sequence is PMIIGEPII. The MHC is HLA-A30:01 with pseudo-sequence HLA-A30:01. The binding affinity (normalized) is 0. (2) The peptide sequence is VPRPCQKSL. The MHC is HLA-B48:01 with pseudo-sequence HLA-B48:01. The binding affinity (normalized) is 0.0847. (3) The peptide sequence is AASCGGAVF. The MHC is HLA-A02:03 with pseudo-sequence HLA-A02:03. The binding affinity (normalized) is 0.0578. (4) The peptide sequence is ERYFRIHSL. The MHC is HLA-A24:02 with pseudo-sequence HLA-A24:02. The binding affinity (normalized) is 0.0565.